Dataset: Full USPTO retrosynthesis dataset with 1.9M reactions from patents (1976-2016). Task: Predict the reactants needed to synthesize the given product. Given the product [CH3:12][C:13]1[CH:14]=[C:15]([NH:25][S:26]([C:29]2[CH:34]=[CH:33][CH:32]=[CH:31][CH:30]=2)(=[O:27])=[O:28])[CH:16]=[C:17]([CH3:24])[C:18]=1[S:19]([CH2:20][N+:21]([O-:23])=[O:22])=[O:9], predict the reactants needed to synthesize it. The reactants are: ClC1C=CC=C(C(OO)=[O:9])C=1.[CH3:12][C:13]1[CH:14]=[C:15]([NH:25][S:26]([C:29]2[CH:34]=[CH:33][CH:32]=[CH:31][CH:30]=2)(=[O:28])=[O:27])[CH:16]=[C:17]([CH3:24])[C:18]=1[S:19][CH2:20][N+:21]([O-:23])=[O:22].C(=O)(O)[O-].[Na+].